From a dataset of Full USPTO retrosynthesis dataset with 1.9M reactions from patents (1976-2016). Predict the reactants needed to synthesize the given product. (1) The reactants are: [Br:1][C:2]1[CH:7]=[CH:6][C:5]([C:8]2[O:12][N:11]=[C:10]([CH3:13])[C:9]=2[CH:14]([OH:18])[C:15]([OH:17])=O)=[CH:4][CH:3]=1.[C:19]1([C@H:25]([NH2:27])[CH3:26])[CH:24]=[CH:23][CH:22]=[CH:21][CH:20]=1. Given the product [Br:1][C:2]1[CH:3]=[CH:4][C:5]([C:8]2[O:12][N:11]=[C:10]([CH3:13])[C:9]=2[CH:14]([OH:18])[C:15]([NH:27][C@@H:25]([C:19]2[CH:24]=[CH:23][CH:22]=[CH:21][CH:20]=2)[CH3:26])=[O:17])=[CH:6][CH:7]=1, predict the reactants needed to synthesize it. (2) Given the product [CH2:1]([O:3][C:4]([C:6]1[C:7]2[CH:18]=[CH:17][CH:16]=[CH:15][C:8]=2[S:9][C:10]=1[NH2:11])=[O:5])[CH3:2], predict the reactants needed to synthesize it. The reactants are: [CH2:1]([O:3][C:4]([C:6]1[C:7]2[CH:18]=[CH:17][CH:16]=[CH:15][C:8]=2[S:9][C:10]=1[NH:11]C(=O)C)=[O:5])[CH3:2].N1CCCC1. (3) Given the product [NH:16]1[CH:17]=[CH:18][CH:19]=[C:15]1[CH2:14][CH:11]1[CH2:12][CH2:13][NH:8][CH2:9][CH2:10]1, predict the reactants needed to synthesize it. The reactants are: C(OC([N:8]1[CH2:13][CH2:12][CH:11]([CH2:14][C:15]2[NH:16][CH:17]=[CH:18][CH:19]=2)[CH2:10][CH2:9]1)=O)(C)(C)C. (4) Given the product [CH:2]1([CH2:5][O:6][C:7]2[CH:12]=[CH:11][C:10]([CH:13]([F:14])[F:15])=[CH:9][C:8]=2[C:16]2[C:17]3[NH:24][C:23]([CH3:25])=[C:22]([C:26]([NH:28][C@H:29]4[CH2:33][C@H:32]([CH3:34])[N:31]([C:38](=[O:39])[CH2:37][O:36][CH3:35])[CH2:30]4)=[O:27])[C:18]=3[N:19]=[CH:20][N:21]=2)[CH2:4][CH2:3]1, predict the reactants needed to synthesize it. The reactants are: Cl.[CH:2]1([CH2:5][O:6][C:7]2[CH:12]=[CH:11][C:10]([CH:13]([F:15])[F:14])=[CH:9][C:8]=2[C:16]2[C:17]3[NH:24][C:23]([CH3:25])=[C:22]([C:26]([NH:28][C@H:29]4[CH2:33][C@H:32]([CH3:34])[NH:31][CH2:30]4)=[O:27])[C:18]=3[N:19]=[CH:20][N:21]=2)[CH2:4][CH2:3]1.[CH3:35][O:36][CH2:37][C:38](Cl)=[O:39]. (5) The reactants are: [Cl:1][C:2]1[C:3]2[CH2:19][CH2:18][C:17](=[O:20])[NH:16][C:4]=2[N:5]=[C:6](/[CH:8]=C/C2C=CC=CC=2)[N:7]=1.[O:21]1CCOCC1.O. Given the product [Cl:1][C:2]1[C:3]2[CH2:19][CH2:18][C:17](=[O:20])[NH:16][C:4]=2[N:5]=[C:6]([CH:8]=[O:21])[N:7]=1, predict the reactants needed to synthesize it. (6) Given the product [F:36][C:2]([F:1])([F:35])[C:3]1[CH:4]=[C:5]([C:13]2([C:31]([F:32])([F:33])[F:34])[CH2:17][CH2:16][N:15]([C:18]3[N:19]=[CH:20][C:21]([CH2:22][OH:23])=[C:25]([C:27]([F:28])([F:29])[F:30])[CH:26]=3)[CH2:14]2)[CH:6]=[C:7]([C:9]([F:12])([F:11])[F:10])[CH:8]=1, predict the reactants needed to synthesize it. The reactants are: [F:1][C:2]([F:36])([F:35])[C:3]1[CH:4]=[C:5]([C:13]2([C:31]([F:34])([F:33])[F:32])[CH2:17][CH2:16][N:15]([C:18]3[CH:26]=[C:25]([C:27]([F:30])([F:29])[F:28])[C:21]([C:22](O)=[O:23])=[CH:20][N:19]=3)[CH2:14]2)[CH:6]=[C:7]([C:9]([F:12])([F:11])[F:10])[CH:8]=1.C(Cl)(=O)C(Cl)=O.